Dataset: Cav3 T-type calcium channel HTS with 100,875 compounds. Task: Binary Classification. Given a drug SMILES string, predict its activity (active/inactive) in a high-throughput screening assay against a specified biological target. The drug is [O-][N+](=O)c1c(NC(=O)/C=C\C(O)=O)c(cc(c1)C)C. The result is 0 (inactive).